Predict the reactants needed to synthesize the given product. From a dataset of Full USPTO retrosynthesis dataset with 1.9M reactions from patents (1976-2016). Given the product [Br:1][C:2]1[CH:7]=[C:6]([F:8])[CH:5]=[CH:4][C:3]=1[CH:9]1[N:10]=[C:11]([C:22]2[O:23][CH:24]=[CH:25][N:26]=2)[NH:12][C:13]([CH2:20][N:27]2[CH2:32][CH2:31][O:30][CH2:29][CH:28]2[C:33]([OH:35])=[O:34])=[C:14]1[C:15]([O:17][CH2:18][CH3:19])=[O:16], predict the reactants needed to synthesize it. The reactants are: [Br:1][C:2]1[CH:7]=[C:6]([F:8])[CH:5]=[CH:4][C:3]=1[CH:9]1[C:14]([C:15]([O:17][CH2:18][CH3:19])=[O:16])=[C:13]([CH2:20]Br)[NH:12][C:11]([C:22]2[O:23][CH:24]=[CH:25][N:26]=2)=[N:10]1.[NH:27]1[CH2:32][CH2:31][O:30][CH2:29][CH:28]1[C:33]([OH:35])=[O:34].